From a dataset of Forward reaction prediction with 1.9M reactions from USPTO patents (1976-2016). Predict the product of the given reaction. (1) Given the reactants [OH-].[K+].[C:3]([C:6]1[N:11]=[C:10]([C:12]2[CH:17]=[CH:16][C:15]([C:18]3[CH:23]=[CH:22][C:21]([CH2:24][C:25]([NH:27][CH2:28][CH2:29][C:30]([O:32]CC)=[O:31])=[O:26])=[CH:20][C:19]=3[Cl:35])=[CH:14][CH:13]=2)[C:9]([CH3:36])=[N:8][C:7]=1[CH3:37])(=[O:5])[NH2:4], predict the reaction product. The product is: [C:3]([C:6]1[N:11]=[C:10]([C:12]2[CH:17]=[CH:16][C:15]([C:18]3[CH:23]=[CH:22][C:21]([CH2:24][C:25]([NH:27][CH2:28][CH2:29][C:30]([OH:32])=[O:31])=[O:26])=[CH:20][C:19]=3[Cl:35])=[CH:14][CH:13]=2)[C:9]([CH3:36])=[N:8][C:7]=1[CH3:37])(=[O:5])[NH2:4]. (2) Given the reactants [Cl:1][C:2]1[CH:3]=[C:4]([NH:16][C:17]2[C:18]3[N:25]([CH2:26][CH2:27][NH:28]C(=O)OC(C)(C)C)[CH:24]=[CH:23][C:19]=3[N:20]=[CH:21][N:22]=2)[CH:5]=[CH:6][C:7]=1[O:8][CH2:9][C:10]1[CH:15]=[CH:14][CH:13]=[CH:12][N:11]=1, predict the reaction product. The product is: [ClH:1].[ClH:1].[ClH:1].[NH2:28][CH2:27][CH2:26][N:25]1[C:18]2[C:17]([NH:16][C:4]3[CH:5]=[CH:6][C:7]([O:8][CH2:9][C:10]4[CH:15]=[CH:14][CH:13]=[CH:12][N:11]=4)=[C:2]([Cl:1])[CH:3]=3)=[N:22][CH:21]=[N:20][C:19]=2[CH:23]=[CH:24]1. (3) Given the reactants [CH3:1][O:2][C:3]([CH:5]1[CH2:9][CH:8]([CH2:10][O:11][CH:12]([F:14])[F:13])[CH2:7][N:6]1[C:15]([O:17][C:18]([CH3:21])([CH3:20])[CH3:19])=[O:16])=[O:4].[Li+].[OH-].Cl.BrC[C:27]([C:29]1[CH:34]=[CH:33][C:32]([Br:35])=[CH:31][CH:30]=1)=[O:28].C(N(CC)CC)C, predict the reaction product. The product is: [C:18]([O:17][C:15]([N:6]1[CH2:7][CH:8]([CH2:10][O:11][CH:12]([F:14])[F:13])[CH2:9][CH:5]1[C:3]([O:2][CH2:1][C:27]([C:29]1[CH:34]=[CH:33][C:32]([Br:35])=[CH:31][CH:30]=1)=[O:28])=[O:4])=[O:16])([CH3:21])([CH3:20])[CH3:19]. (4) Given the reactants [NH2:1][C:2]1[C:3]2[C:10]([C:11]3[CH:16]=[CH:15][C:14]([C@H:17]([NH:23][C:24]4[C:29]([C:30](=[O:41])[NH:31][C@H:32]([C:34]5[CH:39]=[CH:38][C:37]([F:40])=[CH:36][CH:35]=5)[CH3:33])=[CH:28][C:27]([C:42]#[N:43])=[CH:26][N:25]=4)[CH2:18][C:19]([O:21]C)=[O:20])=[CH:13][CH:12]=3)=[CH:9][NH:8][C:4]=2[N:5]=[CH:6][N:7]=1.C([O-])([O-])=O.[K+].[K+], predict the reaction product. The product is: [NH2:1][C:2]1[C:3]2[C:10]([C:11]3[CH:16]=[CH:15][C:14]([C@H:17]([NH:23][C:24]4[C:29]([C:30](=[O:41])[NH:31][C@H:32]([C:34]5[CH:35]=[CH:36][C:37]([F:40])=[CH:38][CH:39]=5)[CH3:33])=[CH:28][C:27]([C:42]#[N:43])=[CH:26][N:25]=4)[CH2:18][C:19]([OH:21])=[O:20])=[CH:13][CH:12]=3)=[CH:9][NH:8][C:4]=2[N:5]=[CH:6][N:7]=1.